This data is from Reaction yield outcomes from USPTO patents with 853,638 reactions. The task is: Predict the reaction yield, written as a fraction of the theoretical maximum amount of product (1.0 means a 100% yield; for example, 0.34 means a 34% yield). (1) The reactants are CS(O)(=O)=[O:3].[NH2:6][CH2:7][C:8]1[CH:9]=[C:10]2[C:14](=[CH:15][CH:16]=1)[C:13](=[O:17])[N:12]([CH:18]1[CH2:23][CH2:22][C:21](=[O:24])[NH:20][C:19]1=[O:25])[CH2:11]2.C1N=CN([C:31]([N:33]2C=N[CH:35]=[CH:34]2)=[O:32])C=1.[Si](ONC1C=[CH:51][C:50]([CH3:53])=[CH:49][CH:48]=1)(C(C)(C)C)(C)C. The catalyst is CN(C=O)C. The product is [O:25]=[C:19]1[CH:18]([N:12]2[CH2:11][C:10]3[C:14](=[CH:15][CH:16]=[C:8]([CH2:7][NH:6][C:31]([NH:33][C:34]4[CH:35]=[CH:51][C:50]([CH3:53])=[C:49]([OH:3])[CH:48]=4)=[O:32])[CH:9]=3)[C:13]2=[O:17])[CH2:23][CH2:22][C:21](=[O:24])[NH:20]1. The yield is 0.460. (2) The reactants are [Br:1][C:2]1[CH:3]=[C:4]([C:11](O)=[O:12])[C:5](=[CH:9][CH:10]=1)[C:6](O)=[O:7]. The catalyst is C1COCC1. The product is [Br:1][C:2]1[CH:10]=[CH:9][C:5]([CH2:6][OH:7])=[C:4]([CH2:11][OH:12])[CH:3]=1. The yield is 1.00. (3) The reactants are [CH3:1][O:2][C:3]1[CH:4]=[C:5]([CH:7]=[C:8]([O:10][CH3:11])[CH:9]=1)[NH2:6].[F:12][C:13]([F:20])([F:19])[C:14](OCC)=[O:15]. The catalyst is O1CCCC1. The product is [CH3:11][O:10][C:8]1[CH:7]=[C:5]([NH:6][C:14](=[O:15])[C:13]([F:20])([F:19])[F:12])[CH:4]=[C:3]([O:2][CH3:1])[CH:9]=1. The yield is 0.980. (4) The reactants are [Br-].[O:2]1[CH2:6][CH2:5][O:4][CH:3]1[CH2:7][CH2:8][Zn+].Br[C:11]1[S:15][C:14]([C:16]2[CH:21]=[CH:20][CH:19]=[CH:18][CH:17]=2)=[N:13][C:12]=1[C:22]([O:24][CH2:25][CH3:26])=[O:23].C([O-])(O)=O.[Na+]. The catalyst is C1COCC1. The product is [O:2]1[CH2:6][CH2:5][O:4][CH:3]1[CH2:7][CH2:8][C:11]1[S:15][C:14]([C:16]2[CH:21]=[CH:20][CH:19]=[CH:18][CH:17]=2)=[N:13][C:12]=1[C:22]([O:24][CH2:25][CH3:26])=[O:23]. The yield is 0.520. (5) The catalyst is C1(C)C=CC=CC=1.C1C=CC([P]([Pd]([P](C2C=CC=CC=2)(C2C=CC=CC=2)C2C=CC=CC=2)([P](C2C=CC=CC=2)(C2C=CC=CC=2)C2C=CC=CC=2)[P](C2C=CC=CC=2)(C2C=CC=CC=2)C2C=CC=CC=2)(C2C=CC=CC=2)C2C=CC=CC=2)=CC=1.[Pd].O. The product is [N+:16]([C:4]1[CH:3]=[C:2]([C:29]2[S:28][CH:32]=[CH:31][CH:30]=2)[CH:7]=[CH:6][C:5]=1[NH:8][C:9](=[O:15])[O:10][C:11]([CH3:14])([CH3:13])[CH3:12])([O-:18])=[O:17]. The reactants are Br[C:2]1[CH:7]=[CH:6][C:5]([NH:8][C:9](=[O:15])[O:10][C:11]([CH3:14])([CH3:13])[CH3:12])=[C:4]([N+:16]([O-:18])=[O:17])[CH:3]=1.C([O-])([O-])=O.[K+].[K+].C(O)C.[S:28]1[CH:32]=[CH:31][CH:30]=[C:29]1B(O)O. The yield is 0.880. (6) The reactants are [C:1]([C:3](=[C:9]([S:12][CH3:13])SC)[C:4]([O:6][CH2:7][CH3:8])=[O:5])#[N:2].[CH3:14][O:15][C:16]1[CH:21]=[CH:20][C:19]([CH2:22][NH2:23])=[CH:18][CH:17]=1. The catalyst is C(O)C. The product is [C:1](/[C:3](=[C:9](/[NH:23][CH2:22][C:19]1[CH:20]=[CH:21][C:16]([O:15][CH3:14])=[CH:17][CH:18]=1)\[S:12][CH3:13])/[C:4]([O:6][CH2:7][CH3:8])=[O:5])#[N:2]. The yield is 1.00.